This data is from Forward reaction prediction with 1.9M reactions from USPTO patents (1976-2016). The task is: Predict the product of the given reaction. Given the reactants [NH2:1][C:2]1[CH:7]=[CH:6][C:5]([OH:8])=[CH:4][CH:3]=1.C(N(CC)CC)C.[Cl:16][C:17]1[CH:25]=[CH:24][C:20]([C:21](Cl)=[O:22])=[CH:19][C:18]=1[N+:26]([O-:28])=[O:27], predict the reaction product. The product is: [Cl:16][C:17]1[CH:25]=[CH:24][C:20]([C:21]([NH:1][C:2]2[CH:7]=[CH:6][C:5]([OH:8])=[CH:4][CH:3]=2)=[O:22])=[CH:19][C:18]=1[N+:26]([O-:28])=[O:27].